From a dataset of Forward reaction prediction with 1.9M reactions from USPTO patents (1976-2016). Predict the product of the given reaction. (1) Given the reactants [Br:1][C:2]1[CH:3]=[CH:4][C:5]([C:8]([OH:10])=O)=[N:6][CH:7]=1.C(Cl)(=O)C([Cl:14])=O, predict the reaction product. The product is: [Br:1][C:2]1[CH:3]=[CH:4][C:5]([C:8]([Cl:14])=[O:10])=[N:6][CH:7]=1. (2) Given the reactants [F:1][C:2]1[CH:3]=[C:4]([CH:8]=[CH:9][C:10]=1[C:11]1[S:12][C:13]2[C:18]([N:19]=1)=[CH:17][CH:16]=[C:15]([C:20]1([C:23]3[CH:28]=[CH:27][CH:26]=[CH:25][CH:24]=3)[CH2:22][CH2:21]1)[N:14]=2)[C:5](O)=O.ClCCCl.C(#[N:35])C.ClS(N=C=O)(=O)=O.C(N(CC)CC)C, predict the reaction product. The product is: [F:1][C:2]1[CH:3]=[C:4]([CH:8]=[CH:9][C:10]=1[C:11]1[S:12][C:13]2[C:18]([N:19]=1)=[CH:17][CH:16]=[C:15]([C:20]1([C:23]3[CH:28]=[CH:27][CH:26]=[CH:25][CH:24]=3)[CH2:22][CH2:21]1)[N:14]=2)[C:5]#[N:35]. (3) Given the reactants [CH:1]1([CH2:4][C:5]([NH:7][NH:8][C:9]2[C:14]([C:15]([F:18])([F:17])[F:16])=[C:13]([NH:19][CH2:20][C@H:21]3[CH2:23][C@@H:22]3[C:24]3[CH:29]=[CH:28][C:27]([F:30])=[CH:26][CH:25]=3)[CH:12]=[CH:11][N:10]=2)=O)[CH2:3][CH2:2]1.CC[N+](S(N=C(OC)[O-])(=O)=O)(CC)CC, predict the reaction product. The product is: [CH:1]1([CH2:4][C:5]2[N:10]3[CH:11]=[CH:12][C:13]([NH:19][CH2:20][C@H:21]4[CH2:23][C@@H:22]4[C:24]4[CH:29]=[CH:28][C:27]([F:30])=[CH:26][CH:25]=4)=[C:14]([C:15]([F:18])([F:17])[F:16])[C:9]3=[N:8][N:7]=2)[CH2:3][CH2:2]1. (4) Given the reactants [CH:1]1([NH:5][C:6]2[N:7]=[N:8][C:9]([C:12]#[CH:13])=[CH:10][CH:11]=2)[CH2:4][CH2:3][CH2:2]1.[Cl:14][C:15]1[CH:39]=[CH:38][C:18]([C:19]([NH:21][C:22]2[CH:27]=[C:26]([C:28]([F:31])([F:30])[F:29])[CH:25]=[C:24]([N:32]3[CH:36]=[C:35]([CH3:37])[N:34]=[CH:33]3)[CH:23]=2)=[O:20])=[CH:17][C:16]=1I, predict the reaction product. The product is: [Cl:14][C:15]1[CH:16]=[CH:17][C:18]([C:19]([NH:21][C:22]2[CH:27]=[C:26]([C:28]([F:31])([F:29])[F:30])[CH:25]=[C:24]([N:32]3[CH:36]=[C:35]([CH3:37])[N:34]=[CH:33]3)[CH:23]=2)=[O:20])=[CH:38][C:39]=1[C:13]#[C:12][C:9]1[N:8]=[N:7][C:6]([NH:5][CH:1]2[CH2:4][CH2:3][CH2:2]2)=[CH:11][CH:10]=1. (5) Given the reactants O.[CH3:2][O:3][C:4]([C:6]1[C:7](=O)[NH:8][C:9]2[CH:10]=[C:11]3[O:21][CH2:20][CH2:19][O:18][C:12]3=[CH:13][C:14]=2[C:15]=1[CH2:16][Cl:17])=[O:5].P(Cl)(Cl)([Cl:25])=O, predict the reaction product. The product is: [CH3:2][O:3][C:4]([C:6]1[C:7]([Cl:25])=[N:8][C:9]2[CH:10]=[C:11]3[O:21][CH2:20][CH2:19][O:18][C:12]3=[CH:13][C:14]=2[C:15]=1[CH2:16][Cl:17])=[O:5]. (6) Given the reactants [NH:1]1[CH2:6][CH2:5][CH:4]([C:7](O)=O)[CH2:3][CH2:2]1.[F:10][C:11]1[CH:12]=[C:13]([NH2:18])[C:14]([NH2:17])=[CH:15][CH:16]=1, predict the reaction product. The product is: [F:10][C:11]1[CH:16]=[CH:15][C:14]2[NH:17][C:7]([CH:4]3[CH2:5][CH2:6][NH:1][CH2:2][CH2:3]3)=[N:18][C:13]=2[CH:12]=1.